This data is from Catalyst prediction with 721,799 reactions and 888 catalyst types from USPTO. The task is: Predict which catalyst facilitates the given reaction. (1) Reactant: [CH3:1][C:2]1[C:7]([C:8]([F:11])([F:10])[F:9])=[CH:6][CH:5]=[CH:4][C:3]=1[N+:12]([O-:14])=[O:13].[Br:15]N1C(=O)CCC1=O. Product: [Br:15][CH2:1][C:2]1[C:7]([C:8]([F:11])([F:10])[F:9])=[CH:6][CH:5]=[CH:4][C:3]=1[N+:12]([O-:14])=[O:13]. The catalyst class is: 340. (2) The catalyst class is: 21. Reactant: [CH3:1][CH:2]([N:4]1[C:12](/[CH:13]=[CH:14]/[C@H:15]([OH:24])[CH2:16][C@H:17]([OH:23])[CH2:18][C:19]([O:21]C)=[O:20])=[C:11]([C:25]2[CH:30]=[CH:29][C:28]([F:31])=[CH:27][CH:26]=2)[C:10]2[C:5]1=[CH:6][CH:7]=[CH:8][CH:9]=2)[CH3:3].[OH-].[Na+:33]. Product: [CH3:3][CH:2]([N:4]1[C:12](/[CH:13]=[CH:14]/[CH:15]([OH:24])[CH2:16][CH:17]([OH:23])[CH2:18][C:19]([O-:21])=[O:20])=[C:11]([C:25]2[CH:26]=[CH:27][C:28]([F:31])=[CH:29][CH:30]=2)[C:10]2[CH:9]=[CH:8][CH:7]=[CH:6][C:5]1=2)[CH3:1].[Na+:33].